This data is from Catalyst prediction with 721,799 reactions and 888 catalyst types from USPTO. The task is: Predict which catalyst facilitates the given reaction. (1) Reactant: C[Si]([N-][Si](C)(C)C)(C)C.[Li+].[CH2:11]([O:13][CH2:14][C@H:15]([OH:26])[C:16]([NH:18][C:19]1[CH:24]=[N:23][C:22]([CH3:25])=[CH:21][N:20]=1)=[O:17])[CH3:12].Cl[C:28]1[N:33]=[CH:32][N:31]=[C:30]2[N:34]([C:37]3[C:42]([Cl:43])=[CH:41][CH:40]=[CH:39][N:38]=3)[N:35]=[CH:36][C:29]=12. Product: [Cl:43][C:42]1[C:37]([N:34]2[C:30]3[N:31]=[CH:32][N:33]=[C:28]([O:26][C@@H:15]([CH2:14][O:13][CH2:11][CH3:12])[C:16]([NH:18][C:19]4[CH:24]=[N:23][C:22]([CH3:25])=[CH:21][N:20]=4)=[O:17])[C:29]=3[CH:36]=[N:35]2)=[N:38][CH:39]=[CH:40][CH:41]=1. The catalyst class is: 49. (2) Reactant: [C:1]([O:5][C:6]([NH:8][C@@H:9]1[C:23](=[O:24])[N:22]2[CH2:25][C@@:26]3([CH2:48][C@H:21]2[C:20](=[O:49])[NH:19][C@:18]2([C:51](O)=[O:52])[CH2:50][C@H:17]2[CH:16]=[CH:15][CH2:14][CH2:13][CH2:12][CH2:11][CH2:10]1)[O:45][C:30]1[C:31]([C:41]([F:44])([F:43])[F:42])=[N:32][C:33]2[CH:34]=[CH:35][C:36]([O:39][CH3:40])=[CH:37][C:38]=2[C:29]=1[C:28]([F:47])(C)[CH2:27]3)=[O:7])([CH3:4])([CH3:3])[CH3:2].[C:54](OC(N[C@@H]1C(=O)N2C[C@@]3(C[C@H]2C(=O)N[C@]2(C(O)=O)C[C@H]2C=CCCCCC1)OC1C(C(F)(F)F)=NC2C=CC(OC)=CC=2C=1C(C)=C3)=O)(C)(C)C.C1N=CN(C(N2C=NC=C2)=O)C=1.[CH3:118][C:119]1([S:122]([NH2:125])(=[O:124])=[O:123])[CH2:121][CH2:120]1.C1CCN2C(=NCCC2)CC1. Product: [F:47][C@@H:28]1[C:29]2[C:38]3[CH:37]=[C:36]([O:39][CH3:40])[CH:35]=[CH:34][C:33]=3[N:32]=[C:31]([C:41]([F:42])([F:43])[F:44])[C:30]=2[O:45][C@@:26]2([CH2:25][N:22]3[C:23](=[O:24])[C@@H:9]([NH:8][C:6](=[O:7])[O:5][C:1]([CH3:2])([CH3:3])[CH3:4])[CH2:10][CH2:11][CH2:12][CH2:13][CH2:14][CH:15]=[CH:16][C@@H:17]4[CH2:50][C@@:18]4([C:51](=[O:52])[NH:125][S:122]([C:119]4([CH3:118])[CH2:121][CH2:120]4)(=[O:124])=[O:123])[NH:19][C:20](=[O:49])[C@@H:21]3[CH:48]2[CH3:54])[CH2:27]1. The catalyst class is: 49. (3) Reactant: [NH:1]1[CH2:6][CH2:5][O:4][CH2:3][CH2:2]1.Cl[C:8]1[C:17]2[C:12](=[CH:13][CH:14]=[CH:15][CH:16]=2)[N:11]=[CH:10][CH:9]=1. Product: [N:1]1([C:8]2[C:17]3[C:12](=[CH:13][CH:14]=[CH:15][CH:16]=3)[N:11]=[CH:10][CH:9]=2)[CH2:6][CH2:5][O:4][CH2:3][CH2:2]1. The catalyst class is: 4. (4) Reactant: C(OC(Cl)=O)C(C)C.[C:9]([O:13][C:14]([N:16]1[CH2:20][CH2:19][C@H:18]([O:21][Si:22]([C:25]([CH3:28])([CH3:27])[CH3:26])([CH3:24])[CH3:23])[C@H:17]1[C:29]([OH:31])=O)=[O:15])([CH3:12])([CH3:11])[CH3:10].CN1CCOCC1.[NH2:39][C:40]1[C:49]2[C:44](=[CH:45][CH:46]=[CH:47][CH:48]=2)[C:43]([C:50]#[N:51])=[CH:42][CH:41]=1. Product: [C:9]([O:13][C:14]([N:16]1[CH2:20][CH2:19][C@H:18]([O:21][Si:22]([C:25]([CH3:27])([CH3:26])[CH3:28])([CH3:23])[CH3:24])[C@H:17]1[C:29](=[O:31])[NH:39][C:40]1[C:49]2[C:44](=[CH:45][CH:46]=[CH:47][CH:48]=2)[C:43]([C:50]#[N:51])=[CH:42][CH:41]=1)=[O:15])([CH3:12])([CH3:10])[CH3:11]. The catalyst class is: 25.